This data is from Retrosynthesis with 50K atom-mapped reactions and 10 reaction types from USPTO. The task is: Predict the reactants needed to synthesize the given product. (1) The reactants are: CCOC(=O)c1ccc(N)cc1OCC.COc1ccc(Cl)cc1C(=O)Cl. Given the product CCOC(=O)c1ccc(NC(=O)c2cc(Cl)ccc2OC)cc1OCC, predict the reactants needed to synthesize it. (2) Given the product Cc1nc2sccn2c1C(=O)NC[C@@H]1[C@H]2C[C@H]2CN1C(=O)c1ccccc1C1CCCCC1, predict the reactants needed to synthesize it. The reactants are: Cc1nc2sccn2c1C(=O)NC[C@H]1NC[C@@H]2C[C@H]12.O=C(O)c1ccccc1C1CCCCC1. (3) The reactants are: Cc1c(C(=O)NNC(C)(C)C)ccc2c1OC(C(O[SiH](C)C)C(C)(C)C)CO2.Cc1cc(C)cc(C(=O)Cl)c1. Given the product Cc1cc(C)cc(C(=O)N(NC(=O)c2ccc3c(c2C)OC(C(O[SiH](C)C)C(C)(C)C)CO3)C(C)(C)C)c1, predict the reactants needed to synthesize it. (4) Given the product CC(C)(C)OC(=O)NC1=N[C@]2(c3cc(NC4CCCC4)ccc3F)OCC[C@@H]2CS1, predict the reactants needed to synthesize it. The reactants are: CC(C)(C)OC(=O)NC1=N[C@]2(c3cc(N)ccc3F)OCC[C@@H]2CS1.O=C1CCCC1.